This data is from Forward reaction prediction with 1.9M reactions from USPTO patents (1976-2016). The task is: Predict the product of the given reaction. Given the reactants [Cl:1][C:2]1[C:11]2[C:6](=[CH:7][C:8]([OH:14])=[C:9]([O:12][CH3:13])[CH:10]=2)[N:5]=[CH:4][N:3]=1.O[CH2:16][CH2:17][CH2:18][N:19]1[CH2:24][CH2:23][N:22]([C:25]([O:27][C:28]([CH3:31])([CH3:30])[CH3:29])=[O:26])[CH2:21][CH2:20]1.C1(P(C2C=CC=CC=2)C2C=CC=CC=2)C=CC=CC=1.N(C(OC(C)C)=O)=NC(OC(C)C)=O, predict the reaction product. The product is: [Cl:1][C:2]1[C:11]2[C:6](=[CH:7][C:8]([O:14][CH2:16][CH2:17][CH2:18][N:19]3[CH2:24][CH2:23][N:22]([C:25]([O:27][C:28]([CH3:29])([CH3:31])[CH3:30])=[O:26])[CH2:21][CH2:20]3)=[C:9]([O:12][CH3:13])[CH:10]=2)[N:5]=[CH:4][N:3]=1.